This data is from Full USPTO retrosynthesis dataset with 1.9M reactions from patents (1976-2016). The task is: Predict the reactants needed to synthesize the given product. (1) Given the product [CH3:12][C:6]1[N:7]=[C:8]2[C:3]([C:2]([NH:20][C:18]3[CH:19]=[C:14]([CH3:13])[CH:15]=[CH:16][C:17]=3[S:21][C:22]3[CH:23]=[C:24]([CH3:28])[CH:25]=[CH:26][CH:27]=3)=[CH:11][CH:10]=[N:9]2)=[CH:4][CH:5]=1, predict the reactants needed to synthesize it. The reactants are: Cl[C:2]1[CH:11]=[CH:10][N:9]=[C:8]2[C:3]=1[CH:4]=[CH:5][C:6]([CH3:12])=[N:7]2.[CH3:13][C:14]1[CH:15]=[CH:16][C:17]([S:21][C:22]2[CH:23]=[C:24]([CH3:28])[CH:25]=[CH:26][CH:27]=2)=[C:18]([NH2:20])[CH:19]=1. (2) Given the product [CH2:1]([NH:7][C:8](=[O:13])[O:9][CH2:10][CH2:11][OH:12])[CH2:2][CH2:3][CH2:4][CH2:5][CH3:6], predict the reactants needed to synthesize it. The reactants are: [CH2:1]([NH2:7])[CH2:2][CH2:3][CH2:4][CH2:5][CH3:6].[C:8]1(=[O:13])[O:12][CH2:11][CH2:10][O:9]1. (3) Given the product [CH3:23][C:20]([CH3:21])([CH3:22])[C@H:19]([NH:24][C:25]([C:27]1[NH:28][C:29]2[C:34]([CH:35]=1)=[CH:33][CH:32]=[CH:31][CH:30]=2)=[O:26])[C:17]([N:13]1[CH2:12][C@@H:11]2[CH2:16][C@H:14]1[CH2:15][N:10]2[C:8]([C:5]1[CH:4]=[CH:3][C:2]([B:36]2[O:40][C:39]([CH3:42])([CH3:41])[C:38]([CH3:44])([CH3:43])[O:37]2)=[CH:7][N:6]=1)=[O:9])=[O:18], predict the reactants needed to synthesize it. The reactants are: Br[C:2]1[CH:3]=[CH:4][C:5]([C:8]([N:10]2[CH2:15][C@@H:14]3[CH2:16][C@H:11]2[CH2:12][N:13]3[C:17]([C@@H:19]([NH:24][C:25]([C:27]2[NH:28][C:29]3[C:34]([CH:35]=2)=[CH:33][CH:32]=[CH:31][CH:30]=3)=[O:26])[C:20]([CH3:23])([CH3:22])[CH3:21])=[O:18])=[O:9])=[N:6][CH:7]=1.[B:36]1([B:36]2[O:40][C:39]([CH3:42])([CH3:41])[C:38]([CH3:44])([CH3:43])[O:37]2)[O:40][C:39]([CH3:42])([CH3:41])[C:38]([CH3:44])([CH3:43])[O:37]1.C([O-])(=O)C.[K+]. (4) Given the product [Br:1][C:2]1[CH:3]=[C:4]2[C:9](=[CH:10][CH:11]=1)[CH2:8][C@@H:7]([NH:12][C:13](=[O:22])[C:14]1[CH:15]=[CH:16][C:17]([O:20][CH3:21])=[CH:18][CH:19]=1)[CH2:6][CH2:5]2.[Br:1][C:2]1[CH:3]=[C:4]2[C:9](=[CH:10][CH:11]=1)[CH2:8][C@H:7]([NH:12][C:13](=[O:22])[C:14]1[CH:15]=[CH:16][C:17]([O:20][CH3:21])=[CH:18][CH:19]=1)[CH2:6][CH2:5]2, predict the reactants needed to synthesize it. The reactants are: [Br:1][C:2]1[CH:3]=[C:4]2[C:9](=[CH:10][CH:11]=1)[CH2:8][C@@H:7]([NH:12][C:13](=[O:22])[C:14]1[CH:19]=[CH:18][C:17]([O:20][CH3:21])=[CH:16][CH:15]=1)[CH2:6][CH2:5]2.Br. (5) Given the product [F:16][C:2]([F:1])([F:15])[C:3]([OH:14])([C:9]1[S:10][CH:11]=[CH:12][CH:13]=1)[C:4]([OH:6])=[O:5], predict the reactants needed to synthesize it. The reactants are: [F:1][C:2]([F:16])([F:15])[C:3]([OH:14])([C:9]1[S:10][CH:11]=[CH:12][CH:13]=1)[C:4]([O:6]CC)=[O:5].[OH-].[Li+].